Task: Predict the reaction yield, written as a fraction of the theoretical maximum amount of product (1.0 means a 100% yield; for example, 0.34 means a 34% yield).. Dataset: Reaction yield outcomes from USPTO patents with 853,638 reactions (1) The reactants are C([O:3][C:4](=[O:33])[C:5]1[CH:10]=[CH:9][CH:8]=[C:7]([N:11]2[C:15]([CH3:16])=[CH:14][CH:13]=[C:12]2[C:17]2[CH:22]=[C:21]([Cl:23])[CH:20]=[CH:19][C:18]=2[O:24][CH2:25][C:26]2[CH:31]=[CH:30][C:29]([Cl:32])=[CH:28][CH:27]=2)[CH:6]=1)C.[OH-].[Na+].CCO. The catalyst is CCOC(C)=O. The product is [Cl:23][C:21]1[CH:20]=[CH:19][C:18]([O:24][CH2:25][C:26]2[CH:27]=[CH:28][C:29]([Cl:32])=[CH:30][CH:31]=2)=[C:17]([C:12]2[N:11]([C:7]3[CH:6]=[C:5]([CH:10]=[CH:9][CH:8]=3)[C:4]([OH:33])=[O:3])[C:15]([CH3:16])=[CH:14][CH:13]=2)[CH:22]=1. The yield is 0.780. (2) The reactants are [F:1][C:2]1([F:49])[CH2:7][C@H:6]([O:8][C:9]2[C:14]([CH3:15])=[CH:13][C:12]([S:16]([N:19](CC3C=CC(OC)=CC=3OC)[C:20]3[CH:25]=[CH:24][N:23]=[CH:22][N:21]=3)(=[O:18])=[O:17])=[C:11]([F:37])[CH:10]=2)[C@@H:5]([C:38]2[CH:39]=[N:40][N:41](C3CCCCO3)[CH:42]=2)[CH2:4][CH2:3]1.C([SiH](CC)CC)C.FC(F)(F)C(O)=O.ClCCl. The catalyst is CO. The product is [F:49][C:2]1([F:1])[CH2:7][C@H:6]([O:8][C:9]2[C:14]([CH3:15])=[CH:13][C:12]([S:16]([NH:19][C:20]3[CH:25]=[CH:24][N:23]=[CH:22][N:21]=3)(=[O:17])=[O:18])=[C:11]([F:37])[CH:10]=2)[C@@H:5]([C:38]2[CH:42]=[N:41][NH:40][CH:39]=2)[CH2:4][CH2:3]1. The yield is 0.850. (3) The reactants are NC[C:3]1[CH:19]=[CH:18][C:6]([O:7][C:8]2[CH:17]=[CH:16][C:11]3[B:12]([OH:15])[O:13][CH2:14][C:10]=3[CH:9]=2)=[CH:5][CH:4]=1.[CH3:20][CH2:21][N:22](CC)CC.C(Cl)(=[O:29])C. The catalyst is C(Cl)Cl. The product is [OH:15][B:12]1[C:11]2[CH:16]=[CH:17][C:8]([O:7][C:6]3[CH:5]=[CH:4][C:3]([NH:22][C:21](=[O:29])[CH3:20])=[CH:19][CH:18]=3)=[CH:9][C:10]=2[CH2:14][O:13]1. The yield is 0.943.